Dataset: Forward reaction prediction with 1.9M reactions from USPTO patents (1976-2016). Task: Predict the product of the given reaction. (1) Given the reactants [CH2:1]([O:3][C:4]([C@@:6]1([NH:11][C:12]([C@@H:14]2[CH2:18][C@@H:17]([O:19][C:20]3[C:29]4[C:24](=[CH:25][C:26]([O:30][CH3:31])=[CH:27][CH:28]=4)[N:23]=[C:22]([C:32]4[N:33]=[C:34]([NH:37][CH:38]([CH3:40])[CH3:39])[S:35][CH:36]=4)[CH:21]=3)[CH2:16][C@H:15]2[C:41]([O:43]C(C)(C)C)=[O:42])=[O:13])[CH2:8][CH:7]1[CH:9]=[CH2:10])=[O:5])[CH3:2].C(O)(C(F)(F)F)=O.[SiH](CC)(CC)CC, predict the reaction product. The product is: [CH2:1]([O:3][C:4]([C@@:6]1([NH:11][C:12]([C@@H:14]2[CH2:18][C@@H:17]([O:19][C:20]3[C:29]4[C:24](=[CH:25][C:26]([O:30][CH3:31])=[CH:27][CH:28]=4)[N:23]=[C:22]([C:32]4[N:33]=[C:34]([NH:37][CH:38]([CH3:40])[CH3:39])[S:35][CH:36]=4)[CH:21]=3)[CH2:16][C@H:15]2[C:41]([OH:43])=[O:42])=[O:13])[CH2:8][CH:7]1[CH:9]=[CH2:10])=[O:5])[CH3:2]. (2) Given the reactants [CH3:1][C:2]1[C:10]([CH3:11])=[C:9]([CH3:12])[C:8]([CH3:13])=[C:7]([CH3:14])[C:3]=1[C:4]([OH:6])=O.[NH2:15][C@@H:16]1[C@H:20]2[O:21][CH2:22][C@H:23]([NH:24][C:25]([CH:27]3[CH2:29][CH2:28]3)=[O:26])[C@H:19]2[O:18][CH2:17]1, predict the reaction product. The product is: [CH:27]1([C:25]([NH:24][C@@H:23]2[C@H:19]3[O:18][CH2:17][C@H:16]([NH:15][C:4](=[O:6])[C:3]4[C:7]([CH3:14])=[C:8]([CH3:13])[C:9]([CH3:12])=[C:10]([CH3:11])[C:2]=4[CH3:1])[C@H:20]3[O:21][CH2:22]2)=[O:26])[CH2:28][CH2:29]1. (3) Given the reactants [NH2:1][C:2]1[CH:7]=[CH:6][C:5]([N:8]2[C:14](=[O:15])[CH2:13][C:12](=[O:16])[NH:11][C:10]3[C:17]4[C:22]([CH:23]=[CH:24][C:9]2=3)=[CH:21][CH:20]=[CH:19][CH:18]=4)=[CH:4][CH:3]=1.Cl.[C:26](Cl)(=[O:33])[C:27]1[CH:32]=[CH:31][CH:30]=[N:29][CH:28]=1.BrC1C=C(S(OC2C=CC(N3C(=O)CC(=O)NC4C5CCCCC=5C=CC3=4)=CC=2)(=O)=O)C=CC=1, predict the reaction product. The product is: [N:29]1[CH:30]=[CH:31][CH:32]=[C:27]([C:26]([NH:1][C:2]2[CH:7]=[CH:6][C:5]([N:8]3[C:14](=[O:15])[CH2:13][C:12](=[O:16])[NH:11][C:10]4[C:17]5[C:22]([CH:23]=[CH:24][C:9]3=4)=[CH:21][CH:20]=[CH:19][CH:18]=5)=[CH:4][CH:3]=2)=[O:33])[CH:28]=1. (4) Given the reactants [CH:1]([C:4]1[C:5]([O:40][CH2:41][C:42]2[CH:47]=[CH:46][CH:45]=[CH:44][CH:43]=2)=[CH:6][C:7]([O:32][CH2:33][C:34]2[CH:39]=[CH:38][CH:37]=[CH:36][CH:35]=2)=[C:8]([C:10]2[N:11]([C:22]3[CH:23]=[C:24]4[C:28](=[CH:29][CH:30]=3)[N:27]([CH3:31])[CH:26]=[CH:25]4)[C:12]([NH:15][C:16]3[CH:21]=CC=CC=3)=[N:13][N:14]=2)[CH:9]=1)([CH3:3])[CH3:2].CN(C)C=[O:51].C(C1NC=CN=1)(=O)C, predict the reaction product. The product is: [CH2:33]([O:32][C:7]1[CH:6]=[C:5]([O:40][CH2:41][C:42]2[CH:43]=[CH:44][CH:45]=[CH:46][CH:47]=2)[C:4]([CH:1]([CH3:2])[CH3:3])=[CH:9][C:8]=1[C:10]1[N:11]([C:22]2[CH:23]=[C:24]3[C:28](=[CH:29][CH:30]=2)[N:27]([CH3:31])[CH:26]=[CH:25]3)[C:12]([NH:15][C:16](=[O:51])[CH3:21])=[N:13][N:14]=1)[C:34]1[CH:39]=[CH:38][CH:37]=[CH:36][CH:35]=1. (5) Given the reactants [Br:1][C:2]1[C:3]([NH:9][CH2:10][CH2:11][C:12]2[CH:17]=[CH:16][CH:15]=[CH:14][CH:13]=2)=[N:4][C:5](Cl)=[N:6][CH:7]=1.O1CCOCC1.C(N(C(C)C)CC)(C)C.[NH2:33][C:34]1[CH:35]=[C:36]2[C:40](=[CH:41][CH:42]=1)[NH:39][C:38](=[O:43])[CH2:37]2, predict the reaction product. The product is: [Br:1][C:2]1[C:3]([NH:9][CH2:10][CH2:11][C:12]2[CH:17]=[CH:16][CH:15]=[CH:14][CH:13]=2)=[N:4][C:5]([NH:33][C:34]2[CH:35]=[C:36]3[C:40](=[CH:41][CH:42]=2)[NH:39][C:38](=[O:43])[CH2:37]3)=[N:6][CH:7]=1. (6) Given the reactants [OH:1][C:2]1[CH:3]=[C:4]([CH:34]=[CH:35][CH:36]=1)[O:5][CH:6]([C@H:8]1[CH2:13][CH2:12][C@H:11]([CH2:14][N:15]2[CH2:23][C:22]3[C:17](=[C:18]([F:32])[C:19]([O:24][CH2:25][C:26]4[CH:31]=[CH:30][CH:29]=[CH:28][CH:27]=4)=[CH:20][CH:21]=3)[C:16]2=[O:33])[CH2:10][CH2:9]1)[CH3:7].C(=O)([O-])[O-].[Cs+].[Cs+].Cl.[CH3:44][N:45]([CH2:47][CH2:48]Cl)[CH3:46], predict the reaction product. The product is: [CH3:44][N:45]([CH3:46])[CH2:47][CH2:48][O:1][C:2]1[CH:3]=[C:4]([CH:34]=[CH:35][CH:36]=1)[O:5][CH:6]([C@H:8]1[CH2:9][CH2:10][C@H:11]([CH2:14][N:15]2[CH2:23][C:22]3[C:17](=[C:18]([F:32])[C:19]([O:24][CH2:25][C:26]4[CH:31]=[CH:30][CH:29]=[CH:28][CH:27]=4)=[CH:20][CH:21]=3)[C:16]2=[O:33])[CH2:12][CH2:13]1)[CH3:7]. (7) The product is: [Cl:13][C:10]1[CH:9]=[CH:8][C:7]([C:5]2[N:6]=[C:2]([NH:1][C:22]3[CH:21]=[C:20]([CH:19]([O:30][CH3:31])[O:18][CH3:17])[CH:25]=[CH:24][C:23]=3[N+:26]([O-:28])=[O:27])[S:3][C:4]=2[C:14]([NH2:16])=[O:15])=[CH:12][CH:11]=1. Given the reactants [NH2:1][C:2]1[S:3][C:4]([C:14]([NH2:16])=[O:15])=[C:5]([C:7]2[CH:12]=[CH:11][C:10]([Cl:13])=[CH:9][CH:8]=2)[N:6]=1.[CH3:17][O:18][CH:19]([O:30][CH3:31])[C:20]1[CH:25]=[CH:24][C:23]([N+:26]([O-:28])=[O:27])=[C:22](F)[CH:21]=1.C(=O)([O-])[O-].[Cs+].[Cs+].CN(C)C=O, predict the reaction product.